Task: Predict the reaction yield, written as a fraction of the theoretical maximum amount of product (1.0 means a 100% yield; for example, 0.34 means a 34% yield).. Dataset: Reaction yield outcomes from USPTO patents with 853,638 reactions The reactants are Cl[C:2]1[C:7]([CH:8]([CH2:13][CH2:14][CH3:15])[C:9]([O:11][CH3:12])=[O:10])=[C:6]([CH3:16])[N:5]=[C:4]([C:17]2[CH:22]=[CH:21][CH:20]=[CH:19][CH:18]=2)[N:3]=1.C(N(CC)C(C)C)(C)C.[O:32]1[C:36]2[CH:37]=[CH:38][C:39](B(O)O)=[CH:40][C:35]=2[CH2:34][CH2:33]1. The catalyst is COCCOC.O.[Pd].C1(P(C2C=CC=CC=2)C2C=CC=CC=2)C=CC=CC=1.C1(P(C2C=CC=CC=2)C2C=CC=CC=2)C=CC=CC=1.C1(P(C2C=CC=CC=2)C2C=CC=CC=2)C=CC=CC=1.C1(P(C2C=CC=CC=2)C2C=CC=CC=2)C=CC=CC=1. The product is [O:32]1[C:36]2[CH:37]=[CH:38][C:39]([C:2]3[C:7]([CH:8]([CH2:13][CH2:14][CH3:15])[C:9]([O:11][CH3:12])=[O:10])=[C:6]([CH3:16])[N:5]=[C:4]([C:17]4[CH:22]=[CH:21][CH:20]=[CH:19][CH:18]=4)[N:3]=3)=[CH:40][C:35]=2[CH2:34][CH2:33]1. The yield is 0.910.